From a dataset of Peptide-MHC class I binding affinity with 185,985 pairs from IEDB/IMGT. Regression. Given a peptide amino acid sequence and an MHC pseudo amino acid sequence, predict their binding affinity value. This is MHC class I binding data. (1) The peptide sequence is RLPLLPKTWK. The MHC is HLA-A11:01 with pseudo-sequence HLA-A11:01. The binding affinity (normalized) is 0.611. (2) The binding affinity (normalized) is 0.523. The MHC is HLA-B08:01 with pseudo-sequence HLA-B08:01. The peptide sequence is HENARLRAL. (3) The peptide sequence is KLGEGFKSL. The MHC is HLA-B46:01 with pseudo-sequence HLA-B46:01. The binding affinity (normalized) is 0.0847. (4) The peptide sequence is VMGGNAAEA. The MHC is HLA-B07:02 with pseudo-sequence HLA-B07:02. The binding affinity (normalized) is 0.0847. (5) The peptide sequence is KGAVDLSHFL. The MHC is HLA-B08:01 with pseudo-sequence HLA-B08:01. The binding affinity (normalized) is 0.212. (6) The peptide sequence is SYAAAQRKL. The MHC is HLA-A24:03 with pseudo-sequence HLA-A24:03. The binding affinity (normalized) is 0.692.